From a dataset of PAMPA (Parallel Artificial Membrane Permeability Assay) permeability data from NCATS. Regression/Classification. Given a drug SMILES string, predict its absorption, distribution, metabolism, or excretion properties. Task type varies by dataset: regression for continuous measurements (e.g., permeability, clearance, half-life) or binary classification for categorical outcomes (e.g., BBB penetration, CYP inhibition). Dataset: pampa_ncats. (1) The compound is C1COC2=C(C=C(C=C2)C3=CN=C(S3)N4CCC(CC4)C(=O)O)OC1. The result is 1 (high permeability). (2) The molecule is C1CN(CCC1C(=O)N)C2=NC(=CS2)C3=CC=CC=C3. The result is 1 (high permeability). (3) The compound is CC1=CC=C(C=C1)OCCN2C3=CC=CC=C3N=C2CCNC(=O)C4CCCCC4. The result is 1 (high permeability). (4) The molecule is C1CC(C2=C(C1)C3=CC=CC=C3N2)NC(=O)C4=CC=CC=C4. The result is 1 (high permeability). (5) The molecule is CC(C)C1=CC=C(C=C1)CC(=O)N2CCCC3=C2C=C(C=N3)C(=O)NC4=CN=CC=C4. The result is 1 (high permeability). (6) The drug is C1=CC=C(C=C1)C2=CSC(=N2)NC(=O)C3=C(C=NC=C3)NS(=O)(=O)C4=CC=C(C=C4)C#N. The result is 1 (high permeability). (7) The molecule is C1=CC=C2C(=C1)N=C(N2/N=C/C3=CC=C(S3)[N+](=O)[O-])CO. The result is 1 (high permeability). (8) The compound is CCCCN1C=NC2=C1C=CC(=C2)NCC3=CC=C(C=C3)OCC. The result is 1 (high permeability). (9) The compound is CCCN1C2=C(C=C(C=C2)NC(=O)C3=CC=CS3)S(=O)(=O)N=C1CC(C)C. The result is 1 (high permeability).